Predict the reaction yield, written as a fraction of the theoretical maximum amount of product (1.0 means a 100% yield; for example, 0.34 means a 34% yield). From a dataset of Reaction yield outcomes from USPTO patents with 853,638 reactions. (1) The reactants are C([O:3][CH:4](OCC)[CH2:5][NH:6][C:7](=[O:11])[CH2:8][CH2:9][CH3:10])C.Cl.CCOCC.O. The catalyst is C1COCC1. The product is [O:3]=[CH:4][CH2:5][NH:6][C:7](=[O:11])[CH2:8][CH2:9][CH3:10]. The yield is 0.550. (2) The reactants are [CH3:1][C:2]1[O:6][N:5]=[C:4]([C:7]2[CH:12]=[CH:11][N:10]=[CH:9][N:8]=2)[C:3]=1[CH2:13][O:14][C:15]1[CH:23]=[CH:22][C:18]([C:19]([OH:21])=O)=[CH:17][N:16]=1.ClC1C=[C:27]([C:31]2[C:35](COC3C=CC(C(O)=O)=CN=3)=C(C)O[N:32]=2)C=CC=1.C(N)(C)C. No catalyst specified. The product is [CH:31]([NH:32][C:19](=[O:21])[C:18]1[CH:22]=[CH:23][C:15]([O:14][CH2:13][C:3]2[C:4]([C:7]3[CH:12]=[CH:11][N:10]=[CH:9][N:8]=3)=[N:5][O:6][C:2]=2[CH3:1])=[N:16][CH:17]=1)([CH3:35])[CH3:27]. The yield is 0.730.